Regression. Given two drug SMILES strings and cell line genomic features, predict the synergy score measuring deviation from expected non-interaction effect. From a dataset of NCI-60 drug combinations with 297,098 pairs across 59 cell lines. Drug 1: CNC(=O)C1=NC=CC(=C1)OC2=CC=C(C=C2)NC(=O)NC3=CC(=C(C=C3)Cl)C(F)(F)F. Synergy scores: CSS=9.21, Synergy_ZIP=-4.34, Synergy_Bliss=-3.56, Synergy_Loewe=-4.28, Synergy_HSA=-2.56. Cell line: DU-145. Drug 2: C1CC(=O)NC(=O)C1N2C(=O)C3=CC=CC=C3C2=O.